Predict the reactants needed to synthesize the given product. From a dataset of Retrosynthesis with 50K atom-mapped reactions and 10 reaction types from USPTO. (1) Given the product COC(=O)c1ccc(N(C)C)cc1-c1ccc(C(F)(F)F)cc1, predict the reactants needed to synthesize it. The reactants are: COC(=O)c1ccc(N(C)C)cc1OS(=O)(=O)C(F)(F)F.OB(O)c1ccc(C(F)(F)F)cc1. (2) Given the product BrCCCCCCCSc1ccc(Br)cc1, predict the reactants needed to synthesize it. The reactants are: BrCCCCCCCBr.Sc1ccc(Br)cc1. (3) The reactants are: Nc1ccc2ccccc2c1C(=O)O.O=S(=O)(Cl)c1ccccc1. Given the product O=C(O)c1c(NS(=O)(=O)c2ccccc2)ccc2ccccc12, predict the reactants needed to synthesize it. (4) Given the product O=C(O)C(F)(F)F, predict the reactants needed to synthesize it. The reactants are: Cc1ccc(S(=O)(=O)NCCCCC(NC(=O)C(NC(=O)C(C)N(C)C(=O)OC(C)(C)C)C(C)C)C(=O)NC2CCCc3ccccc32)cc1. (5) Given the product OC1(c2ccc(F)c(F)c2)CCNC1, predict the reactants needed to synthesize it. The reactants are: OC1(c2ccc(F)c(F)c2)CCN(Cc2ccccc2)C1. (6) The reactants are: CCOC(=O)c1cn2c(ccc3ccccc32)n1. Given the product O=C(O)c1cn2c(ccc3ccccc32)n1, predict the reactants needed to synthesize it. (7) Given the product CC(C)(CO)c1ccc(-c2ccc(Br)cc2)cc1, predict the reactants needed to synthesize it. The reactants are: CCOC(=O)C(C)(C)c1ccc(-c2ccc(Br)cc2)cc1.